Dataset: Forward reaction prediction with 1.9M reactions from USPTO patents (1976-2016). Task: Predict the product of the given reaction. (1) Given the reactants [Cl:1][C:2]1[CH:3]=[C:4]([C:8]2[CH:13]=[C:12]([O:14][CH3:15])[C:11]([C:16]3[C:25]4[C:20](=[CH:21][C:22]([S:26]([N:29]([C:39]5[CH:43]=[CH:42][O:41][N:40]=5)[CH2:30][C:31]5[CH:36]=[CH:35][C:34]([O:37][CH3:38])=[CH:33][CH:32]=5)(=[O:28])=[O:27])=[CH:23][CH:24]=4)[C:19](=[O:44])[NH:18][CH:17]=3)=[CH:10][C:9]=2[F:45])[CH:5]=[CH:6][CH:7]=1.[C:46](=O)([O-])[O-].[K+].[K+].CN(C=O)C.IC, predict the reaction product. The product is: [Cl:1][C:2]1[CH:3]=[C:4]([C:8]2[CH:13]=[C:12]([O:14][CH3:15])[C:11]([C:16]3[C:25]4[C:20](=[CH:21][C:22]([S:26]([N:29]([C:39]5[CH:43]=[CH:42][O:41][N:40]=5)[CH2:30][C:31]5[CH:36]=[CH:35][C:34]([O:37][CH3:38])=[CH:33][CH:32]=5)(=[O:27])=[O:28])=[CH:23][CH:24]=4)[C:19](=[O:44])[N:18]([CH3:46])[CH:17]=3)=[CH:10][C:9]=2[F:45])[CH:5]=[CH:6][CH:7]=1. (2) Given the reactants C([N:5]([CH2:9][CH:10](N)[CH3:11])[C:6](=[O:8])[OH:7])(C)(C)C.[CH:13]1[CH:14]=[CH:15][C:16]([NH:23][C:24]2[C:25]([Cl:31])=[CH:26][CH:27]=[CH:28][C:29]=2[Cl:30])=[C:17]([CH2:19][C:20]([OH:22])=[O:21])[CH:18]=1.CCN=C=NCCCN(C)C.Cl.C(OCC)(=O)C, predict the reaction product. The product is: [C:6]([N-:5][CH2:9][CH2:10][CH3:11])([O:7][C:17]([CH3:19])([CH3:18])[CH3:16])=[O:8].[CH:13]1[CH:14]=[CH:15][C:16]([NH:23][C:24]2[C:29]([Cl:30])=[CH:28][CH:27]=[CH:26][C:25]=2[Cl:31])=[C:17]([CH2:19][C:20]([OH:22])=[O:21])[CH:18]=1.